Dataset: Full USPTO retrosynthesis dataset with 1.9M reactions from patents (1976-2016). Task: Predict the reactants needed to synthesize the given product. The reactants are: [CH3:1][O:2][N:3]([CH3:17])[C:4]([C:6]1[O:7][C:8]2[CH:14]=[CH:13][C:12]([O:15][CH3:16])=[CH:11][C:9]=2[CH:10]=1)=[O:5].[Br:18]Br. Given the product [Br:18][C:10]1[C:9]2[CH:11]=[C:12]([O:15][CH3:16])[CH:13]=[CH:14][C:8]=2[O:7][C:6]=1[C:4]([N:3]([O:2][CH3:1])[CH3:17])=[O:5], predict the reactants needed to synthesize it.